Dataset: NCI-60 drug combinations with 297,098 pairs across 59 cell lines. Task: Regression. Given two drug SMILES strings and cell line genomic features, predict the synergy score measuring deviation from expected non-interaction effect. (1) Drug 1: CN(CC1=CN=C2C(=N1)C(=NC(=N2)N)N)C3=CC=C(C=C3)C(=O)NC(CCC(=O)O)C(=O)O. Drug 2: C(CC(=O)O)C(=O)CN.Cl. Cell line: 786-0. Synergy scores: CSS=64.8, Synergy_ZIP=2.30, Synergy_Bliss=1.24, Synergy_Loewe=-7.14, Synergy_HSA=2.80. (2) Drug 1: C1=NC2=C(N1)C(=S)N=C(N2)N. Drug 2: CC1=C(C(=O)C2=C(C1=O)N3CC4C(C3(C2COC(=O)N)OC)N4)N. Cell line: HL-60(TB). Synergy scores: CSS=93.0, Synergy_ZIP=-5.22, Synergy_Bliss=-11.1, Synergy_Loewe=-10.1, Synergy_HSA=-6.76.